This data is from Forward reaction prediction with 1.9M reactions from USPTO patents (1976-2016). The task is: Predict the product of the given reaction. (1) Given the reactants [Br:1][C:2]1[CH:7]=[CH:6][N:5]=[C:4]([NH2:8])[CH:3]=1.[C:9](OC(=O)C)(=[O:11])[CH3:10], predict the reaction product. The product is: [Br:1][C:2]1[CH:7]=[CH:6][N:5]=[C:4]([NH:8][C:9](=[O:11])[CH3:10])[CH:3]=1. (2) Given the reactants [CH3:1][C:2]1[CH:3]=[CH:4][C:5]([N+:11]([O-:13])=[O:12])=[C:6]([CH:10]=1)[C:7]([OH:9])=[O:8].[CH3:14][NH2:15].CO, predict the reaction product. The product is: [CH3:14][NH:15][CH2:1][C:2]1[CH:3]=[CH:4][C:5]([N+:11]([O-:13])=[O:12])=[C:6]([CH:10]=1)[C:7]([OH:9])=[O:8]. (3) The product is: [Br:19][C:20]1[CH:21]=[C:22]([CH:26]=[CH:27][CH:28]=1)[C:23]([NH:1][C:2]1[CH:3]=[CH:4][C:5]([O:8][C:9](=[O:18])[N:10]([CH3:17])[C:11]2[CH:16]=[CH:15][CH:14]=[CH:13][CH:12]=2)=[N:6][CH:7]=1)=[O:24]. Given the reactants [NH2:1][C:2]1[CH:3]=[CH:4][C:5]([O:8][C:9](=[O:18])[N:10]([CH3:17])[C:11]2[CH:16]=[CH:15][CH:14]=[CH:13][CH:12]=2)=[N:6][CH:7]=1.[Br:19][C:20]1[CH:21]=[C:22]([CH:26]=[CH:27][CH:28]=1)[C:23](Cl)=[O:24].C(N(CC)CC)C.ClCCl, predict the reaction product. (4) Given the reactants [C:1]([O:4][C:5]([CH3:16])([CH3:15])[CH2:6][NH:7]C(OC(C)(C)C)=O)(=[O:3])[CH3:2].[ClH:17], predict the reaction product. The product is: [ClH:17].[C:1]([O:4][C:5]([CH3:16])([CH3:15])[CH2:6][NH2:7])(=[O:3])[CH3:2]. (5) Given the reactants Cl.[NH2:2][OH:3].CO.C[O-].[Na+].[N+:9]([C:12]1[CH:17]=[CH:16][C:15]([CH2:18][C:19]#[N:20])=[CH:14][CH:13]=1)([O-])=[O:10].[OH2:21], predict the reaction product. The product is: [OH:3][N:2]=[C:19]([NH2:20])[CH2:18][C:15]1[CH:14]=[CH:13][C:12]([N+:9]([O-:10])=[O:21])=[CH:17][CH:16]=1.